Dataset: NCI-60 drug combinations with 297,098 pairs across 59 cell lines. Task: Regression. Given two drug SMILES strings and cell line genomic features, predict the synergy score measuring deviation from expected non-interaction effect. Drug 1: C1=CC(=CC=C1CC(C(=O)O)N)N(CCCl)CCCl.Cl. Drug 2: CC1C(C(CC(O1)OC2CC(OC(C2O)C)OC3=CC4=CC5=C(C(=O)C(C(C5)C(C(=O)C(C(C)O)O)OC)OC6CC(C(C(O6)C)O)OC7CC(C(C(O7)C)O)OC8CC(C(C(O8)C)O)(C)O)C(=C4C(=C3C)O)O)O)O. Cell line: NCI-H226. Synergy scores: CSS=-1.10, Synergy_ZIP=-0.932, Synergy_Bliss=-0.0124, Synergy_Loewe=-6.23, Synergy_HSA=-2.78.